From a dataset of Experimentally validated miRNA-target interactions with 360,000+ pairs, plus equal number of negative samples. Binary Classification. Given a miRNA mature sequence and a target amino acid sequence, predict their likelihood of interaction. The miRNA is mmu-miR-26a-5p with sequence UUCAAGUAAUCCAGGAUAGGCU. The protein sequence of the target gene is MATDMSQGELIHPKALPLIVGAQLIHADKLGEKAEDTTMPIRRAVNSTRETPPKSKLAEGEEEKPEPDGSSEESISTVEEQENETPPATSSEAEQPKGEPESGEKEENNNKSAEEPKKDEKDQSKEKEKKVKKTIPAWATLSASQLARAQRQTPMASSPRPKMDAILTEAIKACFQKTGASVVAIRKYIIHKYPSLGLERRGYLLKQALKRELNRGVIRQVKGKGASGSFVVVQKSKPPQKSKNRKKGSALDPEPQVKLEDVLPLAFTRLCEPKEASYSLIRKYVSQYYPKLRVDIRPQL.... Result: 1 (interaction).